Dataset: Experimentally validated miRNA-target interactions with 360,000+ pairs, plus equal number of negative samples. Task: Binary Classification. Given a miRNA mature sequence and a target amino acid sequence, predict their likelihood of interaction. (1) The miRNA is mmu-miR-669h-3p with sequence UAUGCAUAUACACACAUGCACA. The protein sequence of the target gene is MMVESASETIRSAPSGQNGVGSLSAQADGGGGAGTAGTAPAAGRDASGREAASGGADSNGEMSPAELLHFQQQQALQVARQFLLQQASSLNSPGNNDSKQSASAVQVPVSVAMMSQQMLTPQQMQQILSPPQLQALLQQQQALMLQQLQEYYKKQQEQLHLQLLTQQQAGKQQPKEALGNKQLAFQQQLLQMQQLQQQHLLNLQRQGLVSLQPSQASGPLQALPQAVCPTDLPQLWKGEGAPGQPAEDSGRQEGLDLASTAVTATSFASPPKVSPPLSHHPLPNGQPTVLTSRRDSSSHE.... Result: 0 (no interaction). (2) Result: 0 (no interaction). The miRNA is hsa-miR-4714-3p with sequence CCAACCUAGGUGGUCAGAGUUG. The protein sequence of the target gene is MQRPGEPGAARFGPPEGCADHRPHRYRSFMIEEILTEPPGPKGAAPAAAAAAAGELLKFGVQALLAARPFHSHLAVLKAEQAAVFKFPLAPLGCSGLSSALLAAGPGLPGAAGAPHLPLELQLRGKLEAAGPGEPGTKAKKGRRSRTVFTELQLMGLEKRFEKQKYLSTPDRIDLAESLGLSQLQVKTWYQNRRMKWKKIVLQGGGLESPTKPKGRPKKNSIPTSEQLTEQERAKDAEKPAEVPGEPSDRSRED. (3) Result: 1 (interaction). The miRNA is hsa-miR-769-5p with sequence UGAGACCUCUGGGUUCUGAGCU. The protein sequence of the target gene is MQPRVLLVVALLALLASARASEAEDASLLSFMQGYMKHATKTAKDALSSVQESQVAQQARGWVTDGFSSLKDYWSTVKDKFSEFWDLDPEVRPTSAVAA. (4) The miRNA is hsa-miR-4647 with sequence GAAGAUGGUGCUGUGCUGAGGAA. The protein sequence of the target gene is MPPHLALPFRRLFWSLASSQLIPRRHRGHSLLPTTPEAHTDGSVPVFIRALAFGDRIALIDKYGHHTYRELYDRSLCLAQEICRLQGCKVGDLQEERVSFLCSNDVSYVVAQWASWMSGGVAVPLYWKHPEAQLEYFIQDSRSSLVVVGQEYLERLSPLAQRLGVPLLPLTPAVYHGATEKPTEQPVEESGWRDRGAMIFYTSGTTGRPKGALSTHRNLAAVVTGLVHSWAWTKNDVILHVLPLHHVHGVVNKLLCPLWVGATCVMLPEFSAQQVWEKFLSSEAPQITVFMAVPTVYSKL.... Result: 0 (no interaction). (5) The miRNA is hsa-miR-448 with sequence UUGCAUAUGUAGGAUGUCCCAU. The protein sequence of the target gene is MGLQARRWASGSRGAAGPRRGVLQLLPLPLPLPLLLLLLLRPGAGRAAAQGEAEAPTLYLWKTGPWGRCMGDECGPGGIQTRAVWCAHVEGWTTLHTNCKQAERPNNQQNCFKVCDWHKELYDWRLGPWNQCQPVISKSLEKPLECIKGEEGIQVREIACIQKDKDIPAEDIICEYFEPKPLLEQACLIPCQQDCIVSEFSAWSECSKTCGSGLQHRTRHVVAPPQFGGSGCPNLTEFQVCQSSPCEAEELRYSLHVGPWSTCSMPHSRQVRQARRRGKNKEREKDRSKGVKDPEARELI.... Result: 1 (interaction). (6) The miRNA is mmu-miR-466h-5p with sequence UGUGUGCAUGUGCUUGUGUGUA. The protein sequence of the target gene is MGAMTQLLAGVFLAFLALATEGGVLKKVIRHKRQSGVNATLPEENQPVVFNHVYNIKLPVGSQCSVDLESASGEKDLAPPSEPSESFQEHTVDGENQIVFTHRINIPRRACGCAAAPDVKELLSRLEELENLVSSLREQCTAGAGCCLQPATGRLDTRPFCSGRGNFSTEGCGCVCEPGWKGPNCSEPECPGNCHLRGRCIDGQCICDDGFTGEDCSQLACPSDCNDQGKCVNGVCICFEGYAGADCSREICPVPCSEEHGTCVDGLCVCHDGFAGDDCNKPLCLNNCYNRGRCVENECV.... Result: 0 (no interaction).